Task: Predict the reactants needed to synthesize the given product.. Dataset: Full USPTO retrosynthesis dataset with 1.9M reactions from patents (1976-2016) (1) Given the product [OH:23][C:17]1[C:18]([CH:20]([CH3:22])[CH3:21])=[CH:19][C:14]([C:12](=[O:13])[CH2:11][O:8][C:5]2[CH:6]=[CH:7][C:2]([CH3:1])=[CH:3][CH:4]=2)=[CH:15][C:16]=1[CH:24]([CH3:26])[CH3:25], predict the reactants needed to synthesize it. The reactants are: [CH3:1][C:2]1[CH:7]=[CH:6][C:5]([O-:8])=[CH:4][CH:3]=1.[K+].Cl[CH2:11][C:12]([C:14]1[CH:19]=[C:18]([CH:20]([CH3:22])[CH3:21])[C:17]([OH:23])=[C:16]([CH:24]([CH3:26])[CH3:25])[CH:15]=1)=[O:13].Cl. (2) Given the product [N:1]1[CH:6]=[CH:5][CH:4]=[C:3]([C:7]2([O:25][CH2:26][CH2:27][N:28]3[CH2:32][CH2:31][CH2:30][CH2:29]3)[CH2:8][CH2:9][C:10]3([CH2:11][CH2:12][NH:13][CH2:14][CH2:15]3)[CH2:23][CH2:24]2)[CH:2]=1, predict the reactants needed to synthesize it. The reactants are: [N:1]1[CH:6]=[CH:5][CH:4]=[C:3]([C:7]2([O:25][CH2:26][CH2:27][N:28]3[CH2:32][CH2:31][CH2:30][CH2:29]3)[CH2:24][CH2:23][C:10]3([CH2:15][CH2:14][N:13](C(OC(C)(C)C)=O)[CH2:12][CH2:11]3)[CH2:9][CH2:8]2)[CH:2]=1.C(O)(C(F)(F)F)=O. (3) Given the product [F:1][C:2]([F:10])([F:9])[C:3]([OH:8])([CH3:7])[C:4]([O:6][CH2:20][C:21]1[CH:26]=[CH:25][CH:24]=[CH:23][CH:22]=1)=[O:5], predict the reactants needed to synthesize it. The reactants are: [F:1][C:2]([F:10])([F:9])[C:3]([OH:8])([CH3:7])[C:4]([OH:6])=[O:5].CCN(C(C)C)C(C)C.[CH2:20](Br)[C:21]1[CH:26]=[CH:25][CH:24]=[CH:23][CH:22]=1. (4) Given the product [Br:16][CH:17]([CH3:21])[C:18]([C:12]1[CH:13]=[CH:14][C:9]2[NH:8][C:7](=[O:15])[CH2:6][O:5][C:10]=2[CH:11]=1)=[O:19], predict the reactants needed to synthesize it. The reactants are: [Cl-].[Al+3].[Cl-].[Cl-].[O:5]1[C:10]2[CH:11]=[CH:12][CH:13]=[CH:14][C:9]=2[NH:8][C:7](=[O:15])[CH2:6]1.[Br:16][CH:17]([CH3:21])[C:18](Br)=[O:19].